Predict the product of the given reaction. From a dataset of Forward reaction prediction with 1.9M reactions from USPTO patents (1976-2016). (1) Given the reactants C(N(CC)CC)C.[OH:8][CH:9]1[CH2:14][C:13]([CH3:16])([CH3:15])[NH+:12]([O-:17])[C:11]([CH3:19])([CH3:18])[CH2:10]1.[C:20](OC(=O)C)(=[O:22])[CH3:21], predict the reaction product. The product is: [C:20]([O:8][CH:9]1[CH2:14][C:13]([CH3:15])([CH3:16])[NH+:12]([O-:17])[C:11]([CH3:19])([CH3:18])[CH2:10]1)(=[O:22])[CH3:21]. (2) Given the reactants [CH2:1]([C:3]1[CH:8]=[CH:7][C:6]([CH:9]2[CH2:14][N:13]([C:15]([N:17]3[CH2:22][CH2:21][O:20][CH2:19][CH2:18]3)=[O:16])[CH2:12][CH:11]([C:23]([OH:25])=O)[CH2:10]2)=[CH:5][CH:4]=1)[CH3:2].[F:26][C:27]1[CH:32]=[CH:31][C:30]([C:33](=[N:35]O)[NH2:34])=[CH:29][CH:28]=1, predict the reaction product. The product is: [CH2:1]([C:3]1[CH:8]=[CH:7][C:6]([CH:9]2[CH2:10][CH:11]([C:23]3[O:25][N:35]=[C:33]([C:30]4[CH:31]=[CH:32][C:27]([F:26])=[CH:28][CH:29]=4)[N:34]=3)[CH2:12][N:13]([C:15]([N:17]3[CH2:22][CH2:21][O:20][CH2:19][CH2:18]3)=[O:16])[CH2:14]2)=[CH:5][CH:4]=1)[CH3:2].